This data is from Full USPTO retrosynthesis dataset with 1.9M reactions from patents (1976-2016). The task is: Predict the reactants needed to synthesize the given product. (1) Given the product [C:8]([N:21]1[CH2:22][CH2:23][N:24]([C:26]2[N:27]([CH2:48][C:49]([F:52])([F:51])[F:50])[C:28]3[C:33]([N:34]=2)=[C:32]([N:35]2[CH2:36][CH2:37][O:38][CH2:39][CH2:40]2)[N:31]=[C:30]([C:41]2[CH:42]=[N:43][C:44]([NH2:47])=[N:45][CH:46]=2)[N:29]=3)[CH2:25][C:20]21[CH2:19][CH2:18]2)(=[O:10])[CH3:9], predict the reactants needed to synthesize it. The reactants are: C(N(CC)CC)C.[C:8](OC(=O)C)(=[O:10])[CH3:9].C(Cl)Cl.[CH2:18]1[C:20]2([CH2:25][N:24]([C:26]3[N:27]([CH2:48][C:49]([F:52])([F:51])[F:50])[C:28]4[C:33]([N:34]=3)=[C:32]([N:35]3[CH2:40][CH2:39][O:38][CH2:37][CH2:36]3)[N:31]=[C:30]([C:41]3[CH:42]=[N:43][C:44]([NH2:47])=[N:45][CH:46]=3)[N:29]=4)[CH2:23][CH2:22][NH:21]2)[CH2:19]1. (2) Given the product [C:1]([O:5][C:6](=[O:15])[NH:7][C:8]1[CH:9]=[CH:10][C:11]([N:14]=[C:23]=[S:24])=[CH:12][CH:13]=1)([CH3:4])([CH3:2])[CH3:3], predict the reactants needed to synthesize it. The reactants are: [C:1]([O:5][C:6](=[O:15])[NH:7][C:8]1[CH:13]=[CH:12][C:11]([NH2:14])=[CH:10][CH:9]=1)([CH3:4])([CH3:3])[CH3:2].C(N(CC)CC)C.[C:23](Cl)(Cl)=[S:24]. (3) Given the product [CH2:12]([O:11][C:10]1[C:5]([OH:4])=[C:6]([C:15](=[O:17])[CH3:16])[CH:7]=[CH:8][CH:9]=1)[CH:13]=[CH2:14], predict the reactants needed to synthesize it. The reactants are: C([O:4][C:5]1[C:10]([O:11][CH2:12][CH:13]=[CH2:14])=[CH:9][CH:8]=[CH:7][C:6]=1[C:15](=[O:17])[CH3:16])C=C.[Cl-].[NH4+]. (4) Given the product [CH2:18]([N:10]1[C:11]2[C:16](=[CH:15][CH:14]=[CH:13][CH:12]=2)[C:8]([C:6]([O:5][CH2:3][CH3:4])=[O:7])=[C:9]1[CH3:17])[C:19]1[CH:24]=[CH:23][CH:22]=[CH:21][CH:20]=1, predict the reactants needed to synthesize it. The reactants are: [H-].[Na+].[CH2:3]([O:5][C:6]([C:8]1[C:16]2[C:11](=[CH:12][CH:13]=[CH:14][CH:15]=2)[NH:10][C:9]=1[CH3:17])=[O:7])[CH3:4].[CH2:18](Br)[C:19]1[CH:24]=[CH:23][CH:22]=[CH:21][CH:20]=1. (5) Given the product [CH2:1]([O:8][C:9]1[CH:17]=[C:16]([O:18][CH2:19][C:20]2[CH:21]=[CH:22][CH:23]=[CH:24][CH:25]=2)[C:15]([C:26]([CH3:28])=[CH2:27])=[CH:14][C:10]=1[C:11]([N:53]1[CH2:52][C:51]2[C:55](=[C:47]([CH3:46])[CH:48]=[C:49]([OH:56])[CH:50]=2)[CH2:54]1)=[O:12])[C:2]1[CH:3]=[CH:4][CH:5]=[CH:6][CH:7]=1, predict the reactants needed to synthesize it. The reactants are: [CH2:1]([O:8][C:9]1[CH:17]=[C:16]([O:18][CH2:19][C:20]2[CH:25]=[CH:24][CH:23]=[CH:22][CH:21]=2)[C:15]([C:26]([CH3:28])=[CH2:27])=[CH:14][C:10]=1[C:11](O)=[O:12])[C:2]1[CH:7]=[CH:6][CH:5]=[CH:4][CH:3]=1.Cl.C(N=C=N)C.ON1C2C=CC=CC=2N=N1.Br.[CH3:46][C:47]1[CH:48]=[C:49]([OH:56])[CH:50]=[C:51]2[C:55]=1[CH2:54][NH:53][CH2:52]2.C(N(CC)CC)C. (6) Given the product [CH3:2][O:3][C:4]1[CH:5]=[C:6]([C:12]2[C:13]([CH3:25])([CH3:24])[C:14](=[O:23])[N:15]([CH:17]3[CH2:22][CH2:21][N:20]([C:36]([C:26]4[C:35]5[C:30](=[CH:31][CH:32]=[CH:33][CH:34]=5)[CH:29]=[CH:28][CH:27]=4)=[O:37])[CH2:19][CH2:18]3)[N:16]=2)[CH:7]=[CH:8][C:9]=1[O:10][CH3:11], predict the reactants needed to synthesize it. The reactants are: Cl.[CH3:2][O:3][C:4]1[CH:5]=[C:6]([C:12]2[C:13]([CH3:25])([CH3:24])[C:14](=[O:23])[N:15]([CH:17]3[CH2:22][CH2:21][NH:20][CH2:19][CH2:18]3)[N:16]=2)[CH:7]=[CH:8][C:9]=1[O:10][CH3:11].[C:26]1([C:36](Cl)=[O:37])[C:35]2[C:30](=[CH:31][CH:32]=[CH:33][CH:34]=2)[CH:29]=[CH:28][CH:27]=1. (7) Given the product [C:1]([N:5]1[C:6]2[C:7](=[CH:8][C:9]([N+:12]([O-:14])=[O:13])=[CH:10][CH:11]=2)[CH:15]=[CH:16]1)([CH3:4])([CH3:3])[CH3:2], predict the reactants needed to synthesize it. The reactants are: [C:1]([NH:5][C:6]1[CH:11]=[CH:10][C:9]([N+:12]([O-:14])=[O:13])=[CH:8][C:7]=1[C:15]#[C:16][Si](C)(C)C)([CH3:4])([CH3:3])[CH3:2].CCOC(C)=O. (8) Given the product [ClH:19].[CH3:1][O:2][N:3]([CH3:18])[C:4]1[N:9]=[C:8]([NH:10][CH:11]2[CH2:13][CH2:12]2)[N:7]=[C:6]([NH:14][CH2:15][C:16]#[CH:17])[N:5]=1, predict the reactants needed to synthesize it. The reactants are: [CH3:1][O:2][N:3]([CH3:18])[C:4]1[N:9]=[C:8]([NH:10][CH:11]2[CH2:13][CH2:12]2)[N:7]=[C:6]([NH:14][CH2:15][C:16]#[CH:17])[N:5]=1.[ClH:19].C(OCC)C.